Dataset: CYP2C19 inhibition data for predicting drug metabolism from PubChem BioAssay. Task: Regression/Classification. Given a drug SMILES string, predict its absorption, distribution, metabolism, or excretion properties. Task type varies by dataset: regression for continuous measurements (e.g., permeability, clearance, half-life) or binary classification for categorical outcomes (e.g., BBB penetration, CYP inhibition). Dataset: cyp2c19_veith. (1) The molecule is COc1cc(C)nc(-n2nc(C)cc2OC)n1. The result is 0 (non-inhibitor). (2) The molecule is N[C@@H](Cn1cc(I)c(=O)[nH]c1=O)C(=O)O. The result is 0 (non-inhibitor).